Dataset: hERG Central: cardiac toxicity at 1µM, 10µM, and general inhibition. Task: Predict hERG channel inhibition at various concentrations. (1) The compound is O=C(c1ccccc1)N1CCN(C(=O)c2ccc([N+](=O)[O-])cc2)CC1. Results: hERG_inhib (hERG inhibition (general)): blocker. (2) The molecule is O=C(Cc1ccc(F)cc1)N1CCC(CC2CC(c3ccc(Cl)cc3)=NO2)(C(=O)NCC2CCCCC2)CC1. Results: hERG_inhib (hERG inhibition (general)): blocker.